From a dataset of Forward reaction prediction with 1.9M reactions from USPTO patents (1976-2016). Predict the product of the given reaction. Given the reactants CS([O:5][CH2:6][CH2:7][N:8]1[C:13](=[O:14])[CH:12]=[CH:11][C:10]([CH:15]([C:22]2[CH:27]=[CH:26][CH:25]=[CH:24][CH:23]=2)[C:16]2[CH:21]=[CH:20][CH:19]=[CH:18][CH:17]=2)=[N:9]1)(=O)=O.O[C:29]1[CH:30]=[C:31]([CH:41]=[CH:42][CH:43]=1)[O:32][CH2:33][CH2:34][CH2:35][C:36]([O:38][CH2:39][CH3:40])=[O:37].C([O-])([O-])=O.[K+].[K+].[I-].[Na+], predict the reaction product. The product is: [C:16]1([CH:15]([C:22]2[CH:27]=[CH:26][CH:25]=[CH:24][CH:23]=2)[C:10]2[CH:11]=[CH:12][C:13](=[O:14])[N:8]([CH2:7][CH2:6][O:5][C:29]3[CH:30]=[C:31]([CH:41]=[CH:42][CH:43]=3)[O:32][CH2:33][CH2:34][CH2:35][C:36]([O:38][CH2:39][CH3:40])=[O:37])[N:9]=2)[CH:21]=[CH:20][CH:19]=[CH:18][CH:17]=1.